Dataset: Reaction yield outcomes from USPTO patents with 853,638 reactions. Task: Predict the reaction yield, written as a fraction of the theoretical maximum amount of product (1.0 means a 100% yield; for example, 0.34 means a 34% yield). (1) The reactants are [Br:1][C:2]1[CH:3]=[C:4]2[C:9](=[CH:10][CH:11]=1)[N:8]=[CH:7][C:6]([C:12]([CH:14]1[CH2:16][CH2:15]1)=[O:13])=[C:5]2Cl.[CH3:18][N:19]([CH3:30])[CH2:20][CH2:21][NH:22][C:23]1[CH:28]=[CH:27][C:26]([NH2:29])=[CH:25][N:24]=1. No catalyst specified. The product is [Br:1][C:2]1[CH:3]=[C:4]2[C:9](=[CH:10][CH:11]=1)[N:8]=[CH:7][C:6]([C:12]([CH:14]1[CH2:16][CH2:15]1)=[O:13])=[C:5]2[NH:29][C:26]1[CH:25]=[N:24][C:23]([NH:22][CH2:21][CH2:20][N:19]([CH3:30])[CH3:18])=[CH:28][CH:27]=1. The yield is 0.660. (2) The product is [C:18]1([S:15]([N:8]2[C:9]3[C:14](=[CH:13][CH:12]=[CH:11][CH:10]=3)[C:6]([C:2]3[N:3]([S:32]([C:26]4[CH:31]=[CH:30][CH:29]=[CH:28][CH:27]=4)(=[O:34])=[O:33])[CH:4]=[CH:5][N:1]=3)=[CH:7]2)(=[O:17])=[O:16])[CH:23]=[CH:22][CH:21]=[CH:20][CH:19]=1. The reactants are [NH:1]1[CH:5]=[CH:4][N:3]=[C:2]1[C:6]1[C:14]2[C:9](=[CH:10][CH:11]=[CH:12][CH:13]=2)[N:8]([S:15]([C:18]2[CH:23]=[CH:22][CH:21]=[CH:20][CH:19]=2)(=[O:17])=[O:16])[CH:7]=1.[H-].[Na+].[C:26]1([S:32](Cl)(=[O:34])=[O:33])[CH:31]=[CH:30][CH:29]=[CH:28][CH:27]=1. The catalyst is C1COCC1. The yield is 0.400. (3) The reactants are [NH2:1][C:2]1[N:7]=[C:6]([C:8]2[N:12]([CH2:13][O:14][CH2:15][CH2:16][Si:17]([CH3:20])([CH3:19])[CH3:18])[C:11]([C:21]3[CH:26]=[C:25]([Cl:27])[CH:24]=[CH:23][C:22]=3[CH3:28])=[C:10]([C:29]([NH2:31])=[O:30])[CH:9]=2)[C:5](I)=[CH:4][N:3]=1.[C:33]([C:35]1[CH:40]=[CH:39][C:38]([C:41]([N:43]2[CH2:48][CH2:47][N:46]([CH3:49])[CH2:45][CH2:44]2)=[O:42])=[CH:37][CH:36]=1)#[CH:34]. The catalyst is C(#N)C.[Cu](I)I.Cl[Pd](Cl)([P](C1C=CC=CC=1)(C1C=CC=CC=1)C1C=CC=CC=1)[P](C1C=CC=CC=1)(C1C=CC=CC=1)C1C=CC=CC=1. The product is [NH2:1][C:2]1[N:7]=[C:6]([C:8]2[N:12]([CH2:13][O:14][CH2:15][CH2:16][Si:17]([CH3:20])([CH3:19])[CH3:18])[C:11]([C:21]3[CH:26]=[C:25]([Cl:27])[CH:24]=[CH:23][C:22]=3[CH3:28])=[C:10]([C:29]([NH2:31])=[O:30])[CH:9]=2)[C:5]([C:34]#[C:33][C:35]2[CH:36]=[CH:37][C:38]([C:41]([N:43]3[CH2:44][CH2:45][N:46]([CH3:49])[CH2:47][CH2:48]3)=[O:42])=[CH:39][CH:40]=2)=[CH:4][N:3]=1. The yield is 0.800.